This data is from NCI-60 drug combinations with 297,098 pairs across 59 cell lines. The task is: Regression. Given two drug SMILES strings and cell line genomic features, predict the synergy score measuring deviation from expected non-interaction effect. (1) Drug 1: C1=NC2=C(N1)C(=S)N=C(N2)N. Drug 2: CC(C)CN1C=NC2=C1C3=CC=CC=C3N=C2N. Cell line: SW-620. Synergy scores: CSS=15.4, Synergy_ZIP=0.323, Synergy_Bliss=3.00, Synergy_Loewe=-1.02, Synergy_HSA=1.66. (2) Drug 1: CS(=O)(=O)C1=CC(=C(C=C1)C(=O)NC2=CC(=C(C=C2)Cl)C3=CC=CC=N3)Cl. Drug 2: CC1C(C(=O)NC(C(=O)N2CCCC2C(=O)N(CC(=O)N(C(C(=O)O1)C(C)C)C)C)C(C)C)NC(=O)C3=C4C(=C(C=C3)C)OC5=C(C(=O)C(=C(C5=N4)C(=O)NC6C(OC(=O)C(N(C(=O)CN(C(=O)C7CCCN7C(=O)C(NC6=O)C(C)C)C)C)C(C)C)C)N)C. Cell line: BT-549. Synergy scores: CSS=26.6, Synergy_ZIP=23.5, Synergy_Bliss=28.3, Synergy_Loewe=26.7, Synergy_HSA=27.1. (3) Drug 1: CCCS(=O)(=O)NC1=C(C(=C(C=C1)F)C(=O)C2=CNC3=C2C=C(C=N3)C4=CC=C(C=C4)Cl)F. Drug 2: CC=C1C(=O)NC(C(=O)OC2CC(=O)NC(C(=O)NC(CSSCCC=C2)C(=O)N1)C(C)C)C(C)C. Cell line: NCI-H322M. Synergy scores: CSS=30.0, Synergy_ZIP=-1.23, Synergy_Bliss=-3.08, Synergy_Loewe=-46.8, Synergy_HSA=-7.89. (4) Drug 2: C1=CC=C(C=C1)NC(=O)CCCCCCC(=O)NO. Drug 1: CC1=C(C=C(C=C1)NC(=O)C2=CC=C(C=C2)CN3CCN(CC3)C)NC4=NC=CC(=N4)C5=CN=CC=C5. Cell line: MALME-3M. Synergy scores: CSS=0.406, Synergy_ZIP=-3.80, Synergy_Bliss=-4.40, Synergy_Loewe=-22.5, Synergy_HSA=-9.83. (5) Drug 1: C1=NC2=C(N=C(N=C2N1C3C(C(C(O3)CO)O)F)Cl)N. Drug 2: CN(C(=O)NC(C=O)C(C(C(CO)O)O)O)N=O. Cell line: KM12. Synergy scores: CSS=7.02, Synergy_ZIP=-1.41, Synergy_Bliss=-0.107, Synergy_Loewe=-8.26, Synergy_HSA=-0.905. (6) Drug 1: C1CNP(=O)(OC1)N(CCCl)CCCl. Drug 2: CC1CC(C(C(C=C(C(C(C=CC=C(C(=O)NC2=CC(=O)C(=C(C1)C2=O)OC)C)OC)OC(=O)N)C)C)O)OC. Cell line: UACC62. Synergy scores: CSS=36.7, Synergy_ZIP=2.64, Synergy_Bliss=-1.84, Synergy_Loewe=-46.1, Synergy_HSA=-5.02. (7) Drug 1: C1C(C(OC1N2C=NC3=C(N=C(N=C32)Cl)N)CO)O. Drug 2: CC1C(C(CC(O1)OC2CC(CC3=C2C(=C4C(=C3O)C(=O)C5=CC=CC=C5C4=O)O)(C(=O)C)O)N)O. Cell line: COLO 205. Synergy scores: CSS=58.8, Synergy_ZIP=-15.8, Synergy_Bliss=-19.0, Synergy_Loewe=-15.9, Synergy_HSA=-14.0.